Dataset: NCI-60 drug combinations with 297,098 pairs across 59 cell lines. Task: Regression. Given two drug SMILES strings and cell line genomic features, predict the synergy score measuring deviation from expected non-interaction effect. (1) Drug 1: CCC1(CC2CC(C3=C(CCN(C2)C1)C4=CC=CC=C4N3)(C5=C(C=C6C(=C5)C78CCN9C7C(C=CC9)(C(C(C8N6C=O)(C(=O)OC)O)OC(=O)C)CC)OC)C(=O)OC)O.OS(=O)(=O)O. Drug 2: CC1=C(C(=CC=C1)Cl)NC(=O)C2=CN=C(S2)NC3=CC(=NC(=N3)C)N4CCN(CC4)CCO. Cell line: DU-145. Synergy scores: CSS=-1.76, Synergy_ZIP=0.183, Synergy_Bliss=-1.83, Synergy_Loewe=-6.79, Synergy_HSA=-4.84. (2) Drug 2: C1CC(C1)(C(=O)O)C(=O)O.[NH2-].[NH2-].[Pt+2]. Cell line: NCI-H226. Drug 1: CC1=C(C(CCC1)(C)C)C=CC(=CC=CC(=CC(=O)O)C)C. Synergy scores: CSS=6.55, Synergy_ZIP=-3.85, Synergy_Bliss=-3.00, Synergy_Loewe=-4.72, Synergy_HSA=-1.97. (3) Cell line: DU-145. Drug 1: CC=C1C(=O)NC(C(=O)OC2CC(=O)NC(C(=O)NC(CSSCCC=C2)C(=O)N1)C(C)C)C(C)C. Drug 2: CC1C(C(CC(O1)OC2CC(CC3=C2C(=C4C(=C3O)C(=O)C5=C(C4=O)C(=CC=C5)OC)O)(C(=O)CO)O)N)O.Cl. Synergy scores: CSS=41.9, Synergy_ZIP=-1.35, Synergy_Bliss=-2.89, Synergy_Loewe=-8.76, Synergy_HSA=1.03. (4) Drug 1: CC12CCC(CC1=CCC3C2CCC4(C3CC=C4C5=CN=CC=C5)C)O. Drug 2: B(C(CC(C)C)NC(=O)C(CC1=CC=CC=C1)NC(=O)C2=NC=CN=C2)(O)O. Cell line: T-47D. Synergy scores: CSS=6.91, Synergy_ZIP=-1.74, Synergy_Bliss=3.49, Synergy_Loewe=2.04, Synergy_HSA=2.01. (5) Drug 2: C1=NC2=C(N=C(N=C2N1C3C(C(C(O3)CO)O)F)Cl)N. Drug 1: CCC(=C(C1=CC=CC=C1)C2=CC=C(C=C2)OCCN(C)C)C3=CC=CC=C3.C(C(=O)O)C(CC(=O)O)(C(=O)O)O. Cell line: SF-295. Synergy scores: CSS=-7.03, Synergy_ZIP=-0.429, Synergy_Bliss=-13.0, Synergy_Loewe=-12.1, Synergy_HSA=-16.6.